Task: Predict the reactants needed to synthesize the given product.. Dataset: Full USPTO retrosynthesis dataset with 1.9M reactions from patents (1976-2016) (1) Given the product [Cl:19][C:17]1[N:18]=[C:14]([C:11]2[CH2:12][CH2:13][NH:8][CH2:9][CH:10]=2)[NH:15][C:16]=1[C:20]1[CH:25]=[CH:24][C:23]([C:26]([F:27])([F:28])[F:29])=[CH:22][CH:21]=1, predict the reactants needed to synthesize it. The reactants are: C(OC([N:8]1[CH2:13][CH:12]=[C:11]([C:14]2[NH:15][C:16]([C:20]3[CH:25]=[CH:24][C:23]([C:26]([F:29])([F:28])[F:27])=[CH:22][CH:21]=3)=[C:17]([Cl:19])[N:18]=2)[CH2:10][CH2:9]1)=O)(C)(C)C.C(O)(C(F)(F)F)=O. (2) Given the product [F:19][C:18]([F:20])([F:21])[CH2:17][CH2:16][CH2:15][CH:14]([C:11]1[CH:12]=[CH:13][C:8]([C:7]([NH:6][CH2:5][CH2:4][C:3]([OH:2])=[O:31])=[O:30])=[CH:9][CH:10]=1)[O:22][C:23]1[CH:28]=[CH:27][C:26]([C:37]2[CH:38]=[CH:39][C:34]([C:33]([F:44])([F:43])[F:32])=[CH:35][CH:36]=2)=[CH:25][CH:24]=1, predict the reactants needed to synthesize it. The reactants are: C[O:2][C:3](=[O:31])[CH2:4][CH2:5][NH:6][C:7](=[O:30])[C:8]1[CH:13]=[CH:12][C:11]([CH:14]([O:22][C:23]2[CH:28]=[CH:27][C:26](Br)=[CH:25][CH:24]=2)[CH2:15][CH2:16][CH2:17][C:18]([F:21])([F:20])[F:19])=[CH:10][CH:9]=1.[F:32][C:33]([F:44])([F:43])[C:34]1[CH:39]=[CH:38][C:37](B(O)O)=[CH:36][CH:35]=1.